From a dataset of NCI-60 drug combinations with 297,098 pairs across 59 cell lines. Regression. Given two drug SMILES strings and cell line genomic features, predict the synergy score measuring deviation from expected non-interaction effect. (1) Drug 1: C1C(C(OC1N2C=NC3=C(N=C(N=C32)Cl)N)CO)O. Drug 2: CCC1(CC2CC(C3=C(CCN(C2)C1)C4=CC=CC=C4N3)(C5=C(C=C6C(=C5)C78CCN9C7C(C=CC9)(C(C(C8N6C)(C(=O)OC)O)OC(=O)C)CC)OC)C(=O)OC)O.OS(=O)(=O)O. Cell line: 786-0. Synergy scores: CSS=11.5, Synergy_ZIP=-1.01, Synergy_Bliss=2.24, Synergy_Loewe=1.10, Synergy_HSA=1.16. (2) Drug 2: C1=CC(=CC=C1CCCC(=O)O)N(CCCl)CCCl. Drug 1: C1CCC(CC1)NC(=O)N(CCCl)N=O. Synergy scores: CSS=19.1, Synergy_ZIP=-7.11, Synergy_Bliss=-7.07, Synergy_Loewe=-2.30, Synergy_HSA=-1.45. Cell line: KM12. (3) Drug 1: C1=NC(=NC(=O)N1C2C(C(C(O2)CO)O)O)N. Drug 2: CN(CC1=CN=C2C(=N1)C(=NC(=N2)N)N)C3=CC=C(C=C3)C(=O)NC(CCC(=O)O)C(=O)O. Cell line: SNB-75. Synergy scores: CSS=12.1, Synergy_ZIP=-8.83, Synergy_Bliss=-5.82, Synergy_Loewe=-11.7, Synergy_HSA=-2.68. (4) Drug 1: CCCCCOC(=O)NC1=NC(=O)N(C=C1F)C2C(C(C(O2)C)O)O. Drug 2: CCC1(C2=C(COC1=O)C(=O)N3CC4=CC5=C(C=CC(=C5CN(C)C)O)N=C4C3=C2)O.Cl. Cell line: OVCAR-5. Synergy scores: CSS=8.17, Synergy_ZIP=-6.20, Synergy_Bliss=-0.852, Synergy_Loewe=-27.5, Synergy_HSA=-2.13.